From a dataset of Full USPTO retrosynthesis dataset with 1.9M reactions from patents (1976-2016). Predict the reactants needed to synthesize the given product. The reactants are: [Cl:1][C:2]1[CH:8]=[CH:7][CH:6]=[C:5]([CH2:9][CH3:10])[C:3]=1N.S(=O)(=O)(O)O.N([O-])=O.[Na+].CN(C)C1C=CC=CC=1.Cl.[C:30]([O:33]C(=O)C)(=[O:32])C. Given the product [Cl:1][C:2]1[CH:8]=[CH:7][CH:6]=[C:5]([CH2:9][CH3:10])[C:3]=1[C:30]([OH:33])=[O:32], predict the reactants needed to synthesize it.